This data is from Full USPTO retrosynthesis dataset with 1.9M reactions from patents (1976-2016). The task is: Predict the reactants needed to synthesize the given product. (1) Given the product [Br:1][C:2]1[C:3]([F:11])=[C:4]([CH:8]=[C:9]([I:12])[CH:10]=1)[C:5]([OH:7])=[O:6], predict the reactants needed to synthesize it. The reactants are: [Br:1][C:2]1[C:3]([F:11])=[C:4]([CH:8]=[CH:9][CH:10]=1)[C:5]([OH:7])=[O:6].[I:12]N1C(=O)CCC1=O. (2) Given the product [CH3:18][C:15]12[CH2:17][CH:11]([N:10]([C:8]([C:5]3[CH:4]=[CH:3][C:2]([NH:1][C:21](=[O:24])[CH:22]=[CH2:23])=[CH:7][CH:6]=3)=[O:9])[CH2:16]1)[CH2:12][C:13]([CH3:20])([CH3:19])[CH2:14]2, predict the reactants needed to synthesize it. The reactants are: [NH2:1][C:2]1[CH:7]=[CH:6][C:5]([C:8]([N:10]2[CH2:16][C:15]3([CH3:18])[CH2:17][CH:11]2[CH2:12][C:13]([CH3:20])([CH3:19])[CH2:14]3)=[O:9])=[CH:4][CH:3]=1.[C:21](Cl)(=[O:24])[CH:22]=[CH2:23]. (3) Given the product [CH3:27][C:25]1[N:24]([CH2:28][C:29]2[CH:30]=[CH:31][C:32]([CH3:35])=[CH:33][CH:34]=2)[N:23]=[C:22]([C:20]2[O:19][N:18]=[C:17]([C:14]3[CH:13]=[CH:12][C:11]([CH2:10][N:1]4[CH2:6][CH2:5][CH2:4][CH2:3][CH2:2]4)=[CH:16][CH:15]=3)[N:21]=2)[CH:26]=1, predict the reactants needed to synthesize it. The reactants are: [NH:1]1[CH2:6][CH2:5][CH2:4][CH2:3][CH2:2]1.[H-].[Na+].Br[CH2:10][C:11]1[CH:16]=[CH:15][C:14]([C:17]2[N:21]=[C:20]([C:22]3[CH:26]=[C:25]([CH3:27])[N:24]([CH2:28][C:29]4[CH:34]=[CH:33][C:32]([CH3:35])=[CH:31][CH:30]=4)[N:23]=3)[O:19][N:18]=2)=[CH:13][CH:12]=1.FC(F)(F)C(O)=O. (4) Given the product [CH:20]([O:4][C:3]([CH:2]1[CH2:6][CH2:7][CH2:8][N:1]1[S:16]([C:13]1[CH:14]=[CH:15][C:10]([F:9])=[CH:11][CH:12]=1)(=[O:18])=[O:17])=[O:5])([CH3:22])[CH3:21], predict the reactants needed to synthesize it. The reactants are: [NH:1]1[CH2:8][CH2:7][CH2:6][CH:2]1[C:3]([OH:5])=[O:4].[F:9][C:10]1[CH:15]=[CH:14][C:13]([S:16](Cl)(=[O:18])=[O:17])=[CH:12][CH:11]=1.[CH:20](O)([CH3:22])[CH3:21]. (5) Given the product [CH3:1][C@@H:2]1[CH2:6][CH2:5][CH2:4][N:3]1[CH2:7][CH2:8][CH2:9][O:10][C:11]1[CH:16]=[CH:15][C:14]([C:17]2[CH:18]=[CH:19][C:20](=[O:23])[N:21]([C:25]3[CH:30]=[CH:29][CH:28]=[CH:27][N:26]=3)[N:22]=2)=[CH:13][CH:12]=1, predict the reactants needed to synthesize it. The reactants are: [CH3:1][C@@H:2]1[CH2:6][CH2:5][CH2:4][N:3]1[CH2:7][CH2:8][CH2:9][O:10][C:11]1[CH:16]=[CH:15][C:14]([C:17]2[CH:18]=[CH:19][C:20](=[O:23])[NH:21][N:22]=2)=[CH:13][CH:12]=1.Br[C:25]1[CH:30]=[CH:29][CH:28]=[CH:27][N:26]=1.C(=O)([O-])[O-].[K+].[K+].O. (6) Given the product [C:1]([O:9][C@H:10]1[C@H:14]([CH2:15][O:16][C:17](=[O:24])[C:18]2[CH:23]=[CH:22][CH:21]=[CH:20][CH:19]=2)[O:13][C@H:12]([N:25]2[CH:32]=[CH:31][C:29](=[O:30])[NH:28][C:26]2=[O:27])[C@@H:11]1[OH:33])(=[O:8])[C:2]1[CH:7]=[CH:6][CH:5]=[CH:4][CH:3]=1, predict the reactants needed to synthesize it. The reactants are: [C:1]([O:9][C@@H:10]1[C@H:14]([CH2:15][O:16][C:17](=[O:24])[C:18]2[CH:23]=[CH:22][CH:21]=[CH:20][CH:19]=2)[O:13][C@H:12]([N:25]2[CH:32]=[CH:31][C:29](=[O:30])[NH:28][C:26]2=[O:27])[C@H:11]1[OH:33])(=[O:8])[C:2]1[CH:7]=[CH:6][CH:5]=[CH:4][CH:3]=1.C1(N=C=NC2CCCCC2)CCCCC1.ClC(Cl)C(O)=O.C(O)(=O)C(O)=O.[BH4-].[Na+]. (7) Given the product [NH2:14][C:15]1[CH:16]=[C:17]([N:21]2[CH2:36][CH:24]3[CH2:25][N:26]([C:29]([O:31][C:32]([CH3:33])([CH3:34])[CH3:35])=[O:30])[CH2:27][CH2:28][N:23]3[C:22]2=[O:37])[CH:18]=[CH:19][CH:20]=1, predict the reactants needed to synthesize it. The reactants are: C1(C(=[N:14][C:15]2[CH:16]=[C:17]([N:21]3[CH2:36][CH:24]4[CH2:25][N:26]([C:29]([O:31][C:32]([CH3:35])([CH3:34])[CH3:33])=[O:30])[CH2:27][CH2:28][N:23]4[C:22]3=[O:37])[CH:18]=[CH:19][CH:20]=2)C2C=CC=CC=2)C=CC=CC=1.Cl.NO.C([O-])(=O)C.[Na+]. (8) Given the product [CH2:43]([N:47]1[CH2:52][CH2:51][CH:50]([S:53]([C:55]2[CH:56]=[CH:57][C:58]([CH2:59][NH:60][C:10]([C:2]3[O:1][C:5]4=[CH:6][N:7]=[CH:8][CH:9]=[C:4]4[CH:3]=3)=[O:12])=[CH:61][CH:62]=2)=[O:54])[CH2:49][CH2:48]1)[CH:44]([CH3:46])[CH3:45], predict the reactants needed to synthesize it. The reactants are: [O:1]1[C:5]2=[CH:6][N:7]=[CH:8][CH:9]=[C:4]2[CH:3]=[C:2]1[C:10]([OH:12])=O.C1C=CC2N(O)N=NC=2C=1.CCN=C=NCCCN(C)C.CCN(C(C)C)C(C)C.[CH2:43]([N:47]1[CH2:52][CH2:51][CH:50]([S:53]([C:55]2[CH:62]=[CH:61][C:58]([CH2:59][NH2:60])=[CH:57][CH:56]=2)=[O:54])[CH2:49][CH2:48]1)[CH:44]([CH3:46])[CH3:45]. (9) Given the product [CH2:1]([O:3][C:4]1[CH:9]=[C:8]([CH:10]=[O:11])[CH:7]=[C:6]([OH:12])[C:5]=1[C:19]1[CH:20]=[CH:21][C:22]([F:25])=[CH:23][CH:24]=1)[CH3:2], predict the reactants needed to synthesize it. The reactants are: [CH2:1]([O:3][C:4]1[CH:9]=[C:8]([CH:10]=[O:11])[CH:7]=[C:6]([O:12]COCCOC)[C:5]=1[C:19]1[CH:24]=[CH:23][C:22]([F:25])=[CH:21][CH:20]=1)[CH3:2].Cl.CO.O.